Dataset: Reaction yield outcomes from USPTO patents with 853,638 reactions. Task: Predict the reaction yield, written as a fraction of the theoretical maximum amount of product (1.0 means a 100% yield; for example, 0.34 means a 34% yield). (1) The reactants are [C:1]([C:3]1[CH:8]=[CH:7][CH:6]=[CH:5][C:4]=1[C:9]1[CH:14]=[CH:13][C:12]([CH2:15][C:16]2[C:17](=[O:44])[N:18]([C@H:28]3[CH2:33][CH2:32][C@H:31]([O:34][CH:35]([CH2:41][CH2:42][OH:43])[C:36]([O:38][CH2:39][CH3:40])=[O:37])[CH2:30][CH2:29]3)[C:19]3[N:20]([N:25]=[CH:26][N:27]=3)[C:21]=2[CH2:22][CH2:23][CH3:24])=[CH:11][CH:10]=1)#[N:2].[CH3:45][C:46]1[CH:51]=[CH:50][C:49]([S:52](Cl)(=[O:54])=[O:53])=[CH:48][CH:47]=1.Cl. The catalyst is N1C=CC=CC=1. The product is [C:1]([C:3]1[CH:8]=[CH:7][CH:6]=[CH:5][C:4]=1[C:9]1[CH:14]=[CH:13][C:12]([CH2:15][C:16]2[C:17](=[O:44])[N:18]([C@H:28]3[CH2:33][CH2:32][C@H:31]([O:34][CH:35]([CH2:41][CH2:42][O:43][S:52]([C:49]4[CH:50]=[CH:51][C:46]([CH3:45])=[CH:47][CH:48]=4)(=[O:54])=[O:53])[C:36]([O:38][CH2:39][CH3:40])=[O:37])[CH2:30][CH2:29]3)[C:19]3[N:20]([N:25]=[CH:26][N:27]=3)[C:21]=2[CH2:22][CH2:23][CH3:24])=[CH:11][CH:10]=1)#[N:2]. The yield is 0.650. (2) The reactants are [F:1][C:2]1[C:7]([F:8])=[CH:6][C:5]([O:9][CH3:10])=[C:4]([N+:11]([O-])=O)[C:3]=1[NH:14][C:15]1[CH:20]=[CH:19][C:18]([I:21])=[CH:17][C:16]=1[F:22].[Cl-].[NH4+]. The catalyst is [Fe].C(OCC)(=O)C. The product is [F:8][C:7]1[C:2]([F:1])=[C:3]([NH:14][C:15]2[CH:20]=[CH:19][C:18]([I:21])=[CH:17][C:16]=2[F:22])[C:4]([NH2:11])=[C:5]([O:9][CH3:10])[CH:6]=1. The yield is 0.903. (3) The reactants are C[O:2][C:3]([C:5]1[S:6][C:7]([C:22]([CH3:25])([CH3:24])[CH3:23])=[CH:8][C:9]=1[NH:10][S:11]([C:14]1[CH:19]=[CH:18][C:17]([CH3:20])=[CH:16][C:15]=1[CH3:21])(=[O:13])=[O:12])=[O:4].O[Li].O. No catalyst specified. The product is [C:22]([C:7]1[S:6][C:5]([C:3]([OH:4])=[O:2])=[C:9]([NH:10][S:11]([C:14]2[CH:19]=[CH:18][C:17]([CH3:20])=[CH:16][C:15]=2[CH3:21])(=[O:13])=[O:12])[CH:8]=1)([CH3:25])([CH3:24])[CH3:23]. The yield is 0.700. (4) The reactants are P12(SP3(SP(SP(S3)(S1)=S)(=S)S2)=S)=[S:2].[CH3:15][S:16][CH2:17][N:18]1[C:23](=[O:24])[N:22]2[CH:25]=[N:26][C:27]([C:28]([NH2:30])=O)=[C:21]2[N:20]=[N:19]1.C[Si](C)(C)O[Si](C)(C)C. The catalyst is C(Cl)Cl. The product is [CH3:15][S:16][CH2:17][N:18]1[C:23](=[O:24])[N:22]2[CH:25]=[N:26][C:27]([C:28](=[S:2])[NH2:30])=[C:21]2[N:20]=[N:19]1. The yield is 0.360. (5) The reactants are [O:1]([C:8]1[CH:13]=[CH:12][C:11]([C:14]2[N:15]=[C:16]([N:22]3[CH2:27][CH2:26][NH:25][CH2:24][CH2:23]3)[S:17][C:18]=2[C:19]([NH2:21])=[O:20])=[CH:10][CH:9]=1)[C:2]1[CH:7]=[CH:6][CH:5]=[CH:4][CH:3]=1.[C:28](Cl)(=[O:31])[CH:29]=[CH2:30]. The catalyst is C(Cl)Cl. The product is [C:28]([N:25]1[CH2:26][CH2:27][N:22]([C:16]2[S:17][C:18]([C:19]([NH2:21])=[O:20])=[C:14]([C:11]3[CH:12]=[CH:13][C:8]([O:1][C:2]4[CH:7]=[CH:6][CH:5]=[CH:4][CH:3]=4)=[CH:9][CH:10]=3)[N:15]=2)[CH2:23][CH2:24]1)(=[O:31])[CH:29]=[CH2:30]. The yield is 0.730. (6) The reactants are [H-].[Na+].[I-].[CH3:4][S+](C)(C)=O.[CH3:9][O:10][C:11]1[CH:12]=[C:13]2[C:17](=[CH:18][CH:19]=1)[NH:16][C:15](=[O:20])/[C:14]/2=[CH:21]/[C:22]1[CH:30]=[C:29]2[C:25]([C:26]([C:39]3[CH:40]=[N:41][C:42]([N:45]4[CH2:50][CH2:49][O:48][CH2:47][CH2:46]4)=[CH:43][CH:44]=3)=[N:27][N:28]2[CH2:31][O:32][CH2:33][CH2:34][Si:35]([CH3:38])([CH3:37])[CH3:36])=[CH:24][CH:23]=1. The catalyst is CN(C=O)C. The product is [CH3:9][O:10][C:11]1[CH:12]=[C:13]2[C:17](=[CH:18][CH:19]=1)[NH:16][C:15](=[O:20])[C@:14]12[CH2:4][C@H:21]1[C:22]1[CH:30]=[C:29]2[C:25]([C:26]([C:39]3[CH:40]=[N:41][C:42]([N:45]4[CH2:46][CH2:47][O:48][CH2:49][CH2:50]4)=[CH:43][CH:44]=3)=[N:27][N:28]2[CH2:31][O:32][CH2:33][CH2:34][Si:35]([CH3:38])([CH3:36])[CH3:37])=[CH:24][CH:23]=1. The yield is 0.440. (7) The reactants are [Br:1][C:2]1[C:7](=[O:8])[N:6]([C:9]2[CH:10]=[C:11]([CH:16]=[CH:17][C:18]=2[CH3:19])[C:12]([O:14]C)=O)[C:5]([NH:20][CH3:21])=[N:4][C:3]=1[O:22][CH2:23][C:24]1[CH:29]=[CH:28][C:27]([F:30])=[CH:26][C:25]=1[F:31].ClC(OCC(C)C)=O.[CH3:40][N:41]1CCOCC1.CN. The catalyst is CN(C)C(=O)C.C(Cl)Cl. The product is [Br:1][C:2]1[C:7](=[O:8])[N:6]([C:9]2[CH:10]=[C:11]([CH:16]=[CH:17][C:18]=2[CH3:19])[C:12]([NH:41][CH3:40])=[O:14])[C:5]([NH:20][CH3:21])=[N:4][C:3]=1[O:22][CH2:23][C:24]1[CH:29]=[CH:28][C:27]([F:30])=[CH:26][C:25]=1[F:31]. The yield is 0.270. (8) The reactants are [C:1]([O:5][C:6]([N:8]1[CH2:13][CH2:12][CH:11]([O:14][C:15]2[CH:20]=[CH:19][C:18]([CH2:21]C(=O)C)=[CH:17][CH:16]=2)[CH2:10][CH2:9]1)=[O:7])([CH3:4])([CH3:3])[CH3:2].C[Si]([N-][Si](C)(C)C)(C)C.[K+].BrCC([O:39][CH2:40][CH3:41])=O.O.[NH2:43][NH2:44].[CH2:45]1[CH2:49]OCC1. The catalyst is CCO. The product is [C:1]([O:5][C:6]([N:8]1[CH2:9][CH2:10][CH:11]([O:14][C:15]2[CH:20]=[CH:19][C:18]([CH:21]3[CH2:41][C:40](=[O:39])[NH:44][N:43]=[C:49]3[CH3:45])=[CH:17][CH:16]=2)[CH2:12][CH2:13]1)=[O:7])([CH3:4])([CH3:3])[CH3:2]. The yield is 0.560. (9) The reactants are [NH2:1][C:2]1[S:3]/[C:4](=[CH:8]\[C:9]2[CH:14]=[C:13]([O:15][CH3:16])[C:12]([OH:17])=[C:11]([Cl:18])[CH:10]=2)/[C:5](=[O:7])[N:6]=1.Br[CH2:20][C:21]([C:23]1[CH:28]=[CH:27][C:26]([N:29]([CH2:32][CH3:33])[CH2:30][CH3:31])=[CH:25][CH:24]=1)=O. No catalyst specified. The product is [Cl:18][C:11]1[CH:10]=[C:9](/[CH:8]=[C:4]2/[C:5](=[O:7])[N:6]3[CH:20]=[C:21]([C:23]4[CH:28]=[CH:27][C:26]([N:29]([CH2:32][CH3:33])[CH2:30][CH3:31])=[CH:25][CH:24]=4)[N:1]=[C:2]3[S:3]/2)[CH:14]=[C:13]([O:15][CH3:16])[C:12]=1[OH:17]. The yield is 0.540.